Regression/Classification. Given a drug SMILES string, predict its absorption, distribution, metabolism, or excretion properties. Task type varies by dataset: regression for continuous measurements (e.g., permeability, clearance, half-life) or binary classification for categorical outcomes (e.g., BBB penetration, CYP inhibition). Dataset: cyp2d6_veith. From a dataset of CYP2D6 inhibition data for predicting drug metabolism from PubChem BioAssay. (1) The molecule is CCN1C[C@]2(C)CC[C@H](O)[C@]34[C@@H]1[C@@H](C[C@H]32)[C@@]1(O)C[C@H](OC)[C@H]2C[C@@H]4[C@H]1[C@@H]2O. The result is 0 (non-inhibitor). (2) The compound is CC1CC(C)CN(C(=O)CSc2nnc(CSc3ncccn3)n2C)C1. The result is 0 (non-inhibitor). (3) The molecule is COc1ccccc1NC(=O)CCN1C(=O)C2CC=C(Cl)CC2C1=O. The result is 0 (non-inhibitor). (4) The compound is c1cncc(CNc2cc(-c3ccoc3)ncn2)c1. The result is 0 (non-inhibitor). (5) The drug is Cc1ccccc1NC(=O)Cn1cnc2c1c(=O)n(C)c(=O)n2C. The result is 0 (non-inhibitor). (6) The drug is Cc1ccc(-n2c(O)cnc2Nc2nc(C)cc(C)n2)cc1. The result is 1 (inhibitor).